From a dataset of Forward reaction prediction with 1.9M reactions from USPTO patents (1976-2016). Predict the product of the given reaction. (1) Given the reactants C1C=C[C:4]([C:7]2[C:21](=O)[C:20]([C:23]3[CH:28]=[CH:27][CH:26]=[CH:25]C=3)=[C:19]3[C:8]=2[C:9]2[C:14]4[C:15]3=[CH:16][CH:17]=[CH:18][C:13]=4[CH:12]=[CH:11][CH:10]=2)=CC=1.C#[C:30][C:31]1[CH:36]=[CH:35][C:34]([C:37]2[CH:42]=[CH:41][CH:40]=[CH:39][CH:38]=2)=[CH:33][CH:32]=1.[CH3:43]O.Cl[C:46]1[CH:51]=[CH:50]C=[CH:48][C:47]=1Cl, predict the reaction product. The product is: [C:34]1([C:37]2[CH:38]=[CH:39][CH:40]=[CH:41][CH:42]=2)[CH:33]=[CH:32][C:31]([C:30]2[C:20]([C:23]3[CH:43]=[CH:25][CH:26]=[CH:27][CH:28]=3)=[C:19]3[C:8](=[C:7]([C:4]4[CH:50]=[CH:51][CH:46]=[CH:47][CH:48]=4)[CH:21]=2)[C:9]2=[C:14]4[C:15]3=[CH:16][CH:17]=[CH:18][C:13]4=[CH:12][CH:11]=[CH:10]2)=[CH:36][CH:35]=1. (2) Given the reactants [NH:1]1[CH2:4][CH:3]([CH:5]2[CH2:10][O:9][C:8]3[CH:11]=[CH:12][C:13]([C@H:15]([CH:22]4[CH2:24][CH2:23]4)[C@H:16]([CH3:21])[C:17]([O:19][CH3:20])=[O:18])=[CH:14][C:7]=3[O:6]2)[CH2:2]1.[F:25][C:26]([F:40])([F:39])[C:27]1[CH:34]=[CH:33][C:32]([C:35]([F:38])([F:37])[F:36])=[CH:31][C:28]=1[CH2:29]Br.C([O-])([O-])=O.[K+].[K+], predict the reaction product. The product is: [F:25][C:26]([F:39])([F:40])[C:27]1[CH:34]=[CH:33][C:32]([C:35]([F:38])([F:36])[F:37])=[CH:31][C:28]=1[CH2:29][N:1]1[CH2:4][CH:3]([CH:5]2[CH2:10][O:9][C:8]3[CH:11]=[CH:12][C:13]([C@H:15]([CH:22]4[CH2:23][CH2:24]4)[C@H:16]([CH3:21])[C:17]([O:19][CH3:20])=[O:18])=[CH:14][C:7]=3[O:6]2)[CH2:2]1.